From a dataset of Forward reaction prediction with 1.9M reactions from USPTO patents (1976-2016). Predict the product of the given reaction. (1) Given the reactants [CH2:1]([O:3][C:4](=[O:8])[CH2:5][C:6]#[N:7])[CH3:2].[Na].[NH2:10][C:11]1[N:16]=[C:15]([C:17](=[O:20])[CH2:18]Br)[CH:14]=[CH:13][N:12]=1.C(N(C(C)C)CC)(C)C, predict the reaction product. The product is: [CH2:1]([O:3][C:4](=[O:8])[CH:5]([C:6]#[N:7])[CH2:18][C:17]([C:15]1[CH:14]=[CH:13][N:12]=[C:11]([NH2:10])[N:16]=1)=[O:20])[CH3:2]. (2) Given the reactants [Cl:1][C:2]1[C:11]([N+:12]([O-:14])=[O:13])=[C:10](Cl)[C:9]2[C:4](=[CH:5][CH:6]=[CH:7][CH:8]=2)[N:3]=1.C(N(CC)CC)C.[NH2:23][CH2:24][C:25]1[CH:26]=[N:27][CH:28]=[CH:29][CH:30]=1, predict the reaction product. The product is: [Cl:1][C:2]1[C:11]([N+:12]([O-:14])=[O:13])=[C:10]([NH:23][CH2:24][C:25]2[CH:26]=[N:27][CH:28]=[CH:29][CH:30]=2)[C:9]2[C:4](=[CH:5][CH:6]=[CH:7][CH:8]=2)[N:3]=1. (3) Given the reactants Cl.[NH2:2][C@H:3]1[CH2:8][CH2:7][C@H:6]([NH:9][C:10]([C:12]2[C:16]3[N:17]=[CH:18][N:19]=[C:20]([C:21]4[CH:26]=[C:25]([C:27]([F:30])([F:29])[F:28])[CH:24]=[CH:23][C:22]=4[O:31][CH2:32][CH:33]4[CH2:35][CH2:34]4)[C:15]=3[NH:14][C:13]=2[CH3:36])=[O:11])[CH2:5][CH2:4]1.C([O:40][C@@H:41]([CH3:45])[C:42](Cl)=[O:43])(=O)C, predict the reaction product. The product is: [CH:33]1([CH2:32][O:31][C:22]2[CH:23]=[CH:24][C:25]([C:27]([F:30])([F:29])[F:28])=[CH:26][C:21]=2[C:20]2[C:15]3[NH:14][C:13]([CH3:36])=[C:12]([C:10]([NH:9][C@H:6]4[CH2:7][CH2:8][C@H:3]([NH:2][C:42](=[O:43])[C@@H:41]([OH:40])[CH3:45])[CH2:4][CH2:5]4)=[O:11])[C:16]=3[N:17]=[CH:18][N:19]=2)[CH2:34][CH2:35]1. (4) Given the reactants [CH:1]1([C:4]2[N:8]=[C:7]([CH:9]3[CH2:14][CH:13]([C:15]4[CH:20]=[CH:19][C:18]([CH2:21][C:22]([F:25])([F:24])[F:23])=[CH:17][CH:16]=4)[CH2:12][N:11]([C:26]([N:28]4[CH2:33][CH2:32][S:31][CH2:30][CH2:29]4)=[O:27])[CH2:10]3)[O:6][N:5]=2)[CH2:3][CH2:2]1.ClC1C=CC=C(C(OO)=[O:42])C=1, predict the reaction product. The product is: [CH:1]1([C:4]2[N:8]=[C:7]([CH:9]3[CH2:14][CH:13]([C:15]4[CH:16]=[CH:17][C:18]([CH2:21][C:22]([F:25])([F:23])[F:24])=[CH:19][CH:20]=4)[CH2:12][N:11]([C:26]([N:28]4[CH2:33][CH2:32][S:31](=[O:42])[CH2:30][CH2:29]4)=[O:27])[CH2:10]3)[O:6][N:5]=2)[CH2:3][CH2:2]1. (5) Given the reactants C[O:2][C:3](=[O:26])[C:4]1[CH:9]=[C:8]([C:10]2[CH:15]=[CH:14][C:13]([CH3:16])=[CH:12][N:11]=2)[CH:7]=[C:6]([C:17]2[N:18]([CH2:22][CH:23]3[CH2:25][CH2:24]3)[N:19]=[CH:20][CH:21]=2)[CH:5]=1.[OH-].[Na+], predict the reaction product. The product is: [CH:23]1([CH2:22][N:18]2[C:17]([C:6]3[CH:5]=[C:4]([CH:9]=[C:8]([C:10]4[CH:15]=[CH:14][C:13]([CH3:16])=[CH:12][N:11]=4)[CH:7]=3)[C:3]([OH:26])=[O:2])=[CH:21][CH:20]=[N:19]2)[CH2:25][CH2:24]1. (6) Given the reactants Cl[CH2:2][C@H:3]([OH:19])[CH2:4][NH:5][C:6]1[CH:11]=[CH:10][C:9]([N:12]2[CH2:17][CH2:16][O:15][CH2:14][CH2:13]2)=[C:8]([F:18])[CH:7]=1.[C:20]1(=[O:30])[NH:24][C:23](=[O:25])[C:22]2=[CH:26][CH:27]=[CH:28][CH:29]=[C:21]12.[K], predict the reaction product. The product is: [C:20]1(=[O:30])[N:24]([CH2:2][C@H:3]([OH:19])[CH2:4][NH:5][C:6]2[CH:11]=[CH:10][C:9]([N:12]3[CH2:17][CH2:16][O:15][CH2:14][CH2:13]3)=[C:8]([F:18])[CH:7]=2)[C:23](=[O:25])[C:22]2=[CH:26][CH:27]=[CH:28][CH:29]=[C:21]12. (7) The product is: [CH3:9][O:8][C:7]1[C:2]([CH:3]=[C:4]([CH3:13])[CH3:5])=[CH:3][C:4]2[C:13]3[N:14]([C:22]4[S:23][CH:24]=[CH:25][N:26]=4)[N:15]=[C:16]([C:17]([O:19][CH2:20][CH3:21])=[O:18])[C:12]=3[CH2:11][O:10][C:5]=2[CH:6]=1. Given the reactants Br[C:2]1[C:7]([O:8][CH3:9])=[CH:6][C:5]2[O:10][CH2:11][C:12]3[C:16]([C:17]([O:19][CH2:20][CH3:21])=[O:18])=[N:15][N:14]([C:22]4[S:23][CH:24]=[CH:25][N:26]=4)[C:13]=3[C:4]=2[CH:3]=1.[O-]P(OP(OP([O-])([O-])=O)([O-])=O)(=O)[O-].[K+].[K+].[K+].[K+].[K+], predict the reaction product. (8) Given the reactants C1OCCOCCOCCOCCOCCOC1.[CH3:19][O:20][C:21]([CH2:23]P(=O)(OCC(F)(F)F)OCC(F)(F)F)=[O:22].C[Si]([N-][Si](C)(C)C)(C)C.[K+].[CH:48]([C:50]1[CH:51]=[CH:52][CH:53]=[C:54]2[C:59]=1[N:58]([C:60]([O:62][C:63]([CH3:66])([CH3:65])[CH3:64])=[O:61])[CH2:57][CH2:56][CH2:55]2)=O, predict the reaction product. The product is: [CH3:19][O:20][C:21](=[O:22])/[CH:23]=[CH:48]\[C:50]1[CH:51]=[CH:52][CH:53]=[C:54]2[C:59]=1[N:58]([C:60]([O:62][C:63]([CH3:66])([CH3:65])[CH3:64])=[O:61])[CH2:57][CH2:56][CH2:55]2.